Dataset: NCI-60 drug combinations with 297,098 pairs across 59 cell lines. Task: Regression. Given two drug SMILES strings and cell line genomic features, predict the synergy score measuring deviation from expected non-interaction effect. (1) Drug 1: CCC(=C(C1=CC=CC=C1)C2=CC=C(C=C2)OCCN(C)C)C3=CC=CC=C3.C(C(=O)O)C(CC(=O)O)(C(=O)O)O. Drug 2: CS(=O)(=O)CCNCC1=CC=C(O1)C2=CC3=C(C=C2)N=CN=C3NC4=CC(=C(C=C4)OCC5=CC(=CC=C5)F)Cl. Cell line: SK-MEL-5. Synergy scores: CSS=-0.952, Synergy_ZIP=0.792, Synergy_Bliss=0.562, Synergy_Loewe=-3.31, Synergy_HSA=-2.60. (2) Drug 1: CC1C(C(CC(O1)OC2CC(CC3=C2C(=C4C(=C3O)C(=O)C5=C(C4=O)C(=CC=C5)OC)O)(C(=O)C)O)N)O.Cl. Drug 2: CCN(CC)CCNC(=O)C1=C(NC(=C1C)C=C2C3=C(C=CC(=C3)F)NC2=O)C. Cell line: SNB-19. Synergy scores: CSS=0.970, Synergy_ZIP=-3.94, Synergy_Bliss=1.75, Synergy_Loewe=-18.6, Synergy_HSA=0.989. (3) Drug 1: CNC(=O)C1=NC=CC(=C1)OC2=CC=C(C=C2)NC(=O)NC3=CC(=C(C=C3)Cl)C(F)(F)F. Drug 2: C1CC(=O)NC(=O)C1N2C(=O)C3=CC=CC=C3C2=O. Cell line: NCI/ADR-RES. Synergy scores: CSS=2.03, Synergy_ZIP=-0.755, Synergy_Bliss=-0.109, Synergy_Loewe=-4.00, Synergy_HSA=-2.94. (4) Drug 1: C1CCC(C1)C(CC#N)N2C=C(C=N2)C3=C4C=CNC4=NC=N3. Drug 2: CN1C2=C(C=C(C=C2)N(CCCl)CCCl)N=C1CCCC(=O)O.Cl. Cell line: TK-10. Synergy scores: CSS=9.13, Synergy_ZIP=-0.451, Synergy_Bliss=3.30, Synergy_Loewe=-3.41, Synergy_HSA=2.27. (5) Drug 1: CC1OCC2C(O1)C(C(C(O2)OC3C4COC(=O)C4C(C5=CC6=C(C=C35)OCO6)C7=CC(=C(C(=C7)OC)O)OC)O)O. Drug 2: CC(C)CN1C=NC2=C1C3=CC=CC=C3N=C2N. Cell line: OVCAR-5. Synergy scores: CSS=5.80, Synergy_ZIP=-3.31, Synergy_Bliss=-1.36, Synergy_Loewe=-1.14, Synergy_HSA=-1.35. (6) Drug 1: CCCCCOC(=O)NC1=NC(=O)N(C=C1F)C2C(C(C(O2)C)O)O. Drug 2: CC1C(C(CC(O1)OC2CC(CC3=C2C(=C4C(=C3O)C(=O)C5=C(C4=O)C(=CC=C5)OC)O)(C(=O)CO)O)N)O.Cl. Cell line: NCI-H522. Synergy scores: CSS=22.0, Synergy_ZIP=-10.1, Synergy_Bliss=-4.61, Synergy_Loewe=-37.3, Synergy_HSA=-4.08. (7) Synergy scores: CSS=33.5, Synergy_ZIP=-3.51, Synergy_Bliss=6.50, Synergy_Loewe=8.07, Synergy_HSA=9.78. Cell line: HOP-92. Drug 1: COC1=C(C=C2C(=C1)N=CN=C2NC3=CC(=C(C=C3)F)Cl)OCCCN4CCOCC4. Drug 2: C1=CC(=CC=C1CC(C(=O)O)N)N(CCCl)CCCl.Cl.